Dataset: Catalyst prediction with 721,799 reactions and 888 catalyst types from USPTO. Task: Predict which catalyst facilitates the given reaction. (1) Reactant: C([O:3][C:4](=[O:36])[C:5]([S:8][C:9]1[CH:14]=[C:13]([Cl:15])[CH:12]=[CH:11][C:10]=1[O:16][CH2:17][C:18]([N:20]1[CH2:25][C@H:24]([CH3:26])[N:23]([CH2:27][C:28]2[CH:33]=[CH:32][C:31]([F:34])=[CH:30][CH:29]=2)[CH2:22][C@H:21]1[CH3:35])=[O:19])([CH3:7])[CH3:6])C.O.[OH-].[Li+]. Product: [Cl:15][C:13]1[CH:12]=[CH:11][C:10]([O:16][CH2:17][C:18]([N:20]2[CH2:25][C@H:24]([CH3:26])[N:23]([CH2:27][C:28]3[CH:29]=[CH:30][C:31]([F:34])=[CH:32][CH:33]=3)[CH2:22][C@H:21]2[CH3:35])=[O:19])=[C:9]([S:8][C:5]([CH3:6])([CH3:7])[C:4]([OH:36])=[O:3])[CH:14]=1. The catalyst class is: 193. (2) Reactant: N1([C:6]([N:8]2[CH2:13][CH2:12][N:11]([C:14]3[CH:19]=[CH:18][C:17]([C:20](=[O:22])[CH3:21])=[CH:16][CH:15]=3)[CH2:10][CH2:9]2)=[O:7])C=CN=C1.CI.[CH:25]1([N:29]2[CH2:34][CH2:33][NH:32][CH2:31][CH2:30]2)[CH2:28][CH2:27][CH2:26]1. Product: [CH:25]1([N:29]2[CH2:34][CH2:33][N:32]([C:6]([N:8]3[CH2:13][CH2:12][N:11]([C:14]4[CH:19]=[CH:18][C:17]([C:20](=[O:22])[CH3:21])=[CH:16][CH:15]=4)[CH2:10][CH2:9]3)=[O:7])[CH2:31][CH2:30]2)[CH2:28][CH2:27][CH2:26]1. The catalyst class is: 291. (3) Reactant: [Si]([O:8][C@H:9]([C@H:44]1[CH2:48][C@@H:47]([O:49][CH2:50][CH2:51][CH3:52])[CH2:46][N:45]1C(OC(C)(C)C)=O)[C@@H:10]([NH:20][C:21](=[O:43])[C:22]1[CH:27]=[C:26]([C:28]2[O:29][CH:30]=[CH:31][N:32]=2)[CH:25]=[C:24]([C:33]([N:35]2[CH2:39][CH2:38][CH2:37][C@@H:36]2[CH2:40][O:41][CH3:42])=[O:34])[CH:23]=1)[CH2:11][C:12]1[CH:17]=[C:16]([F:18])[CH:15]=[C:14]([F:19])[CH:13]=1)(C(C)(C)C)(C)C.C(NC1C=C(C=C(C2OC=CN=2)C=1)C(N[C@@H](CC1C=C(F)C=C(F)C=1)[C@@H]([C@H]1C[C@@H](OCCC)CN1C(OC(C)(C)C)=O)O[Si](C(C)(C)C)(C)C)=O)(=O)C1C=CC=CC=1.C(N(CCC)C(C1C=C(C=C(C2OC=CN=2)C=1)C(O)=O)=O)CC.CCN(C(C)C)C(C)C.CN(C(ON1N=NC2C=CC=NC1=2)=[N+](C)C)C.F[P-](F)(F)(F)(F)F. Product: [F:18][C:16]1[CH:17]=[C:12]([CH2:11][C@H:10]([NH:20][C:21](=[O:43])[C:22]2[CH:27]=[C:26]([C:28]3[O:29][CH:30]=[CH:31][N:32]=3)[CH:25]=[C:24]([C:33]([N:35]3[CH2:39][CH2:38][CH2:37][C@@H:36]3[CH2:40][O:41][CH3:42])=[O:34])[CH:23]=2)[C@H:9]([OH:8])[C@H:44]2[CH2:48][C@@H:47]([O:49][CH2:50][CH2:51][CH3:52])[CH2:46][NH:45]2)[CH:13]=[C:14]([F:19])[CH:15]=1. The catalyst class is: 4.